This data is from Reaction yield outcomes from USPTO patents with 853,638 reactions. The task is: Predict the reaction yield, written as a fraction of the theoretical maximum amount of product (1.0 means a 100% yield; for example, 0.34 means a 34% yield). (1) The reactants are F[P-](F)(F)(F)(F)F.[N:8]1(OC(N(C)C)=[N+](C)C)[C:12]2[CH:13]=[CH:14][CH:15]=[CH:16][C:11]=2N=N1.NC1C=CC=CC=1.[CH2:32]([O:34][C:35](=[O:51])[CH2:36][CH2:37][CH2:38][CH2:39][CH2:40][CH:41]([C:45]1[S:49][N:48]=[C:47]([CH3:50])[N:46]=1)[C:42](O)=[O:43])[CH3:33].C(N(CC)CC)C. The catalyst is ClCCl. The product is [CH2:32]([O:34][C:35](=[O:51])[CH2:36][CH2:37][CH2:38][CH2:39][CH2:40][CH:41]([C:45]1[S:49][N:48]=[C:47]([CH3:50])[N:46]=1)[C:42](=[O:43])[NH:8][C:12]1[CH:11]=[CH:16][CH:15]=[CH:14][CH:13]=1)[CH3:33]. The yield is 0.520. (2) The reactants are [CH3:1][C:2]1[O:6][C:5]([C:7]2[CH:12]=[CH:11][CH:10]=[CH:9][CH:8]=2)=[N:4][C:3]=1[CH2:13][CH2:14][OH:15].[CH2:16]([O:23][C:24]1[CH:29]=[CH:28][C:27](O)=[CH:26][CH:25]=1)[C:17]1[CH:22]=[CH:21][CH:20]=[CH:19][CH:18]=1.C1(P(C2C=CC=CC=2)C2C=CC=CC=2)C=CC=CC=1.N(C(OC(C)C)=O)=NC(OC(C)C)=O.N#N. The catalyst is C1COCC1. The product is [CH2:16]([O:23][C:24]1[CH:29]=[CH:28][C:27]([O:15][CH2:14][CH2:13][C:3]2[N:4]=[C:5]([C:7]3[CH:12]=[CH:11][CH:10]=[CH:9][CH:8]=3)[O:6][C:2]=2[CH3:1])=[CH:26][CH:25]=1)[C:17]1[CH:22]=[CH:21][CH:20]=[CH:19][CH:18]=1. The yield is 0.760. (3) The reactants are [CH3:1][C:2]1[CH:7]=[C:6]([CH3:8])[NH:5][C:4](=[O:9])[C:3]=1[CH2:10][NH:11][C:12]([C:14]1[C:15]2[CH:34]=[N:33][N:32]([CH:35]([CH3:37])[CH3:36])[C:16]=2[N:17]=[C:18]([C:20]2[CH2:21][CH2:22][N:23]([CH:26]3[CH2:31][CH2:30][NH:29][CH2:28][CH2:27]3)[CH2:24][CH:25]=2)[CH:19]=1)=[O:13]. The catalyst is CCO.[Pd]. The product is [N:23]1([CH:26]2[CH2:31][CH2:30][NH:29][CH2:28][CH2:27]2)[CH2:24][CH2:25][CH:20]([C:18]2[CH:19]=[C:14]([C:12]([NH:11][CH2:10][C:3]3[C:4](=[O:9])[NH:5][C:6]([CH3:8])=[CH:7][C:2]=3[CH3:1])=[O:13])[C:15]3[CH:34]=[N:33][N:32]([CH:35]([CH3:36])[CH3:37])[C:16]=3[N:17]=2)[CH2:21][CH2:22]1. The yield is 0.620. (4) The reactants are [CH3:1][O:2][CH2:3][CH:4]([NH:6][C:7]([C:9]1[CH:10]=[C:11]([C:16]2[CH:21]=[CH:20][C:19]([CH3:22])=[CH:18][CH:17]=2)[CH:12]=[C:13](N)[CH:14]=1)=[O:8])[CH3:5].N(OCCC(C)C)=O.[I:31]CI. No catalyst specified. The product is [CH3:1][O:2][CH2:3][CH:4]([NH:6][C:7]([C:9]1[CH:10]=[C:11]([C:16]2[CH:21]=[CH:20][C:19]([CH3:22])=[CH:18][CH:17]=2)[CH:12]=[C:13]([I:31])[CH:14]=1)=[O:8])[CH3:5]. The yield is 0.838.